From a dataset of Full USPTO retrosynthesis dataset with 1.9M reactions from patents (1976-2016). Predict the reactants needed to synthesize the given product. (1) The reactants are: FC(F)(F)C([N:5]1[CH2:14][CH2:13][C@@H:12]2[C@H:7]([O:8][CH2:9][CH2:10][N:11]2[C:15]([O:17][C:18]([CH3:21])([CH3:20])[CH3:19])=[O:16])[CH2:6]1)=O.C([O-])([O-])=O.[K+].[K+]. Given the product [N:11]1([C:15]([O:17][C:18]([CH3:21])([CH3:20])[CH3:19])=[O:16])[CH2:10][CH2:9][O:8][CH:7]2[CH2:6][NH:5][CH2:14][CH2:13][CH:12]12, predict the reactants needed to synthesize it. (2) Given the product [CH3:1][O:2][C:3]1[CH:27]=[C:26]([O:28][CH3:29])[CH:25]=[CH:24][C:4]=1[CH2:5][N:6]([C:19]1[S:23][N:22]=[CH:21][N:20]=1)[S:7]([C:10]1[CH:15]=[C:14]([F:16])[C:13]([O:41][C:32]2[CH:33]=[CH:34][C:35]([C:37]([F:38])([F:39])[F:40])=[CH:36][C:31]=2[I:30])=[CH:12][C:11]=1[F:18])(=[O:8])=[O:9], predict the reactants needed to synthesize it. The reactants are: [CH3:1][O:2][C:3]1[CH:27]=[C:26]([O:28][CH3:29])[CH:25]=[CH:24][C:4]=1[CH2:5][N:6]([C:19]1[S:23][N:22]=[CH:21][N:20]=1)[S:7]([C:10]1[CH:15]=[C:14]([F:16])[C:13](F)=[CH:12][C:11]=1[F:18])(=[O:9])=[O:8].[I:30][C:31]1[CH:36]=[C:35]([C:37]([F:40])([F:39])[F:38])[CH:34]=[CH:33][C:32]=1[OH:41]. (3) Given the product [Cl:1][C:2]1[N:7]=[CH:6][C:5]([S:8][C:9]2[N:13]([C:14]3[CH:19]=[CH:18][CH:17]=[CH:16][C:15]=3[F:20])[N:12]=[C:11]([C:21]([NH:27][CH3:26])=[O:23])[CH:10]=2)=[CH:4][CH:3]=1, predict the reactants needed to synthesize it. The reactants are: [Cl:1][C:2]1[N:7]=[CH:6][C:5]([S:8][C:9]2[N:13]([C:14]3[CH:19]=[CH:18][CH:17]=[CH:16][C:15]=3[F:20])[N:12]=[C:11]([C:21]([O:23]CC)=O)[CH:10]=2)=[CH:4][CH:3]=1.[CH3:26][NH2:27].CO. (4) The reactants are: Cl.[Cl:2][C:3]1[C:8]([NH:9][C:10]2[C:19]3[C:14](=[CH:15][C:16]([F:21])=[CH:17][C:18]=3F)[N:13]=[CH:12][N:11]=2)=[C:7]2[O:22][CH2:23][O:24][C:6]2=[CH:5][CH:4]=1.CCC([O-])(C)C.[Na+].CN1CCCC1=O.[OH:39][CH:40]1[CH2:45][CH2:44][O:43][CH2:42][CH2:41]1. Given the product [Cl:2][C:3]1[C:8]([NH:9][C:10]2[C:19]3[C:14](=[CH:15][C:16]([F:21])=[CH:17][C:18]=3[O:39][CH:40]3[CH2:45][CH2:44][O:43][CH2:42][CH2:41]3)[N:13]=[CH:12][N:11]=2)=[C:7]2[O:22][CH2:23][O:24][C:6]2=[CH:5][CH:4]=1, predict the reactants needed to synthesize it. (5) Given the product [Cl:1][C:2]1[CH:3]=[CH:4][C:5]2[N:11]3[CH:12]=[CH:13][N:14]=[C:10]3[CH:9]([CH2:15][CH2:16][C:17]([N:19]3[CH2:24][CH2:23][CH:22]([CH2:25][CH2:26][C:27]([OH:29])=[O:28])[CH2:21][CH2:20]3)=[O:18])[O:8][CH:7]([C:31]3[CH:36]=[CH:35][CH:34]=[C:33]([O:37][CH3:38])[C:32]=3[O:39][CH3:40])[C:6]=2[CH:41]=1, predict the reactants needed to synthesize it. The reactants are: [Cl:1][C:2]1[CH:3]=[CH:4][C:5]2[N:11]3[CH:12]=[CH:13][N:14]=[C:10]3[CH:9]([CH2:15][CH2:16][C:17]([N:19]3[CH2:24][CH2:23][CH:22]([CH2:25][CH2:26][C:27]([O:29]C)=[O:28])[CH2:21][CH2:20]3)=[O:18])[O:8][CH:7]([C:31]3[CH:36]=[CH:35][CH:34]=[C:33]([O:37][CH3:38])[C:32]=3[O:39][CH3:40])[C:6]=2[CH:41]=1.O.C(=O)([O-])[O-].[K+].[K+].Cl. (6) The reactants are: [F:1][C:2]1[CH:3]=[C:4]([CH:27]=[C:28]([N:30]2[CH2:35][CH2:34][CH:33]([CH3:36])[CH2:32][CH2:31]2)[CH:29]=1)[C:5]([NH:7][C:8]1[C:17]2[C:12](=[CH:13][CH:14]=[CH:15][CH:16]=2)[C:11]([O:18][C:19]2[CH:24]=[CH:23][N:22]=[C:21](SC)[N:20]=2)=[CH:10][CH:9]=1)=[O:6].[NH:37]1[CH2:42][CH2:41][O:40][CH2:39][CH2:38]1. Given the product [F:1][C:2]1[CH:3]=[C:4]([CH:27]=[C:28]([N:30]2[CH2:35][CH2:34][CH:33]([CH3:36])[CH2:32][CH2:31]2)[CH:29]=1)[C:5]([NH:7][C:8]1[C:17]2[C:12](=[CH:13][CH:14]=[CH:15][CH:16]=2)[C:11]([O:18][C:19]2[CH:24]=[CH:23][N:22]=[C:21]([N:37]3[CH2:42][CH2:41][O:40][CH2:39][CH2:38]3)[N:20]=2)=[CH:10][CH:9]=1)=[O:6], predict the reactants needed to synthesize it.